From a dataset of Full USPTO retrosynthesis dataset with 1.9M reactions from patents (1976-2016). Predict the reactants needed to synthesize the given product. (1) Given the product [Br:1][C:2]1[CH:3]=[C:4]([C:12]2[CH:13]=[CH:14][C:15]([CH2:18][N:19]([CH3:32])[C:20]([C:22]3[C:30]4[C:25](=[CH:26][CH:27]=[CH:28][CH:29]=4)[N:24]([CH3:31])[CH:23]=3)=[O:21])=[CH:16][CH:17]=2)[CH:5]=[CH:6][C:7]=1[O:8][CH2:9][C:10]1[NH:35][N:34]=[N:33][N:11]=1, predict the reactants needed to synthesize it. The reactants are: [Br:1][C:2]1[CH:3]=[C:4]([C:12]2[CH:17]=[CH:16][C:15]([CH2:18][N:19]([CH3:32])[C:20]([C:22]3[C:30]4[C:25](=[CH:26][CH:27]=[CH:28][CH:29]=4)[N:24]([CH3:31])[CH:23]=3)=[O:21])=[CH:14][CH:13]=2)[CH:5]=[CH:6][C:7]=1[O:8][CH2:9][C:10]#[N:11].[N-:33]=[N+:34]=[N-:35].[Na+].[Cl-].[NH4+].[OH-].[Na+]. (2) Given the product [C:1]([O:6][C@@H:7]([C:9]1[N:14]=[C:13]([N:26]2[CH2:25][CH2:24][N:23]([C:29]3[O:30][C:31]4[C:36]([N:37]=3)=[CH:35][CH:34]=[CH:33][N:32]=4)[CH2:28][CH2:27]2)[CH:12]=[CH:11][N:10]=1)[CH3:8])(=[O:5])[CH2:2][CH2:3][CH3:4], predict the reactants needed to synthesize it. The reactants are: [C:1]([O:6][C@@H:7]([C:9]1[N:14]=[C:13](Cl)[CH:12]=[CH:11][N:10]=1)[CH3:8])(=[O:5])[CH2:2][CH2:3][CH3:4].C(N(CC)CC)C.[N:23]1([C:29]2[O:30][C:31]3[C:36]([N:37]=2)=[CH:35][CH:34]=[CH:33][N:32]=3)[CH2:28][CH2:27][NH:26][CH2:25][CH2:24]1. (3) Given the product [Cl:1][C:2]1[CH:10]=[CH:9][C:8]([C:11]2[C:12]([C@@H:28]([NH:38][C:39](=[O:56])[CH2:40][N:41]3[C:45]4[C:46]([F:51])([F:50])[C@@H:47]5[CH2:49][C@@H:48]5[C:44]=4[C:43]([C:52]([F:54])([F:55])[F:53])=[N:42]3)[CH2:29][C:30]3[CH:31]=[C:32]([F:37])[CH:33]=[C:34]([F:36])[CH:35]=3)=[N:13][C:14]([C:17]3[CH:18]=[N:19][N:20]([CH:22]4[CH2:27][O:98][CH2:81]4)[CH:21]=3)=[CH:15][CH:16]=2)=[C:7]2[C:3]=1[C:4]([NH:58][S:59]([CH3:62])(=[O:60])=[O:61])=[N:5][N:6]2[CH3:57], predict the reactants needed to synthesize it. The reactants are: [Cl:1][C:2]1[CH:10]=[CH:9][C:8]([C:11]2[C:12]([C@@H:28]([NH:38][C:39](=[O:56])[CH2:40][N:41]3[C:45]4[C:46]([F:51])([F:50])[C@@H:47]5[CH2:49][C@@H:48]5[C:44]=4[C:43]([C:52]([F:55])([F:54])[F:53])=[N:42]3)[CH2:29][C:30]3[CH:35]=[C:34]([F:36])[CH:33]=[C:32]([F:37])[CH:31]=3)=[N:13][C:14]([C:17]3[CH:18]=[N:19][N:20]([CH:22]4[CH2:27]COCC4)[CH:21]=3)=[CH:15][CH:16]=2)=[C:7]2[C:3]=1[C:4]([NH:58][S:59]([CH3:62])(=[O:61])=[O:60])=[N:5][N:6]2[CH3:57].ClC1N=C([C@@H](N[C:81](=[O:98])CN2C3C(F)(F)[C@@H]4C[C@@H]4C=3C(C(F)(F)F)=N2)CC2C=C(F)C=C(F)C=2)C(C2C=CC(Cl)=C3C=2N(C)N=C3NS(C)(=O)=O)=CC=1.O1CC(N2C=C(B3OC(C)(C)C(C)(C)O3)C=N2)C1.